From a dataset of Peptide-MHC class I binding affinity with 185,985 pairs from IEDB/IMGT. Regression. Given a peptide amino acid sequence and an MHC pseudo amino acid sequence, predict their binding affinity value. This is MHC class I binding data. The peptide sequence is GAAITLVVI. The MHC is HLA-A02:01 with pseudo-sequence HLA-A02:01. The binding affinity (normalized) is 0.355.